From a dataset of Full USPTO retrosynthesis dataset with 1.9M reactions from patents (1976-2016). Predict the reactants needed to synthesize the given product. (1) Given the product [C:13]1([O:14][CH2:4][CH2:3][CH2:2][CH2:1][S:6]([O-:7])(=[O:5])=[O:17])[CH:15]=[CH:16][C:9]([O:10][CH2:4][CH2:3][CH2:2][CH2:1][S:6]([O-:5])(=[O:8])=[O:7])=[CH:11][CH:12]=1.[Na+:18].[Na+:18], predict the reactants needed to synthesize it. The reactants are: [CH2:1]1[S:6](=[O:8])(=[O:7])[O:5][CH2:4][CH2:3][CH2:2]1.[C:9]1([CH:16]=[CH:15][C:13]([OH:14])=[CH:12][CH:11]=1)[OH:10].[OH-:17].[Na+:18]. (2) Given the product [Cl:33][C:31]1[CH:30]=[CH:29][C:28]([O:34][CH2:35][C:36]2[CH:37]=[CH:38][CH:39]=[CH:40][CH:41]=2)=[C:27]([CH2:26][N:9]2[CH:10]=[CH:11][C:7]([NH:6][C:4](=[O:5])[C:3]3[C:12]([F:16])=[CH:13][CH:14]=[CH:15][C:2]=3[F:1])=[N:8]2)[CH:32]=1, predict the reactants needed to synthesize it. The reactants are: [F:1][C:2]1[CH:15]=[CH:14][CH:13]=[C:12]([F:16])[C:3]=1[C:4]([NH:6][C:7]1[CH:11]=[CH:10][NH:9][N:8]=1)=[O:5].[I-].[Na+].C(=O)([O-])[O-].[K+].[K+].Br[CH2:26][C:27]1[CH:32]=[C:31]([Cl:33])[CH:30]=[CH:29][C:28]=1[O:34][CH2:35][C:36]1[CH:41]=[CH:40][CH:39]=[CH:38][CH:37]=1. (3) Given the product [I:15][C:1]1[N:2]=[CH:3][N:4]2[CH:9]=[CH:8][CH:7]=[CH:6][C:5]=12, predict the reactants needed to synthesize it. The reactants are: [CH:1]1[N:2]=[CH:3][N:4]2[CH:9]=[CH:8][CH:7]=[CH:6][C:5]=12.C(=O)(O)[O-].[Na+].[I:15]I. (4) Given the product [CH3:44][O:43][C:37]1[CH:36]=[C:35]([NH:34][CH:27]([C:28]2[CH:33]=[CH:32][CH:31]=[CH:30][CH:29]=2)[C:8]([C:10]2[C:18]3[C:13](=[N:14][C:15]([CH3:19])=[CH:16][CH:17]=3)[NH:12][CH:11]=2)=[O:9])[CH:40]=[C:39]([O:41][CH3:42])[CH:38]=1, predict the reactants needed to synthesize it. The reactants are: C(N(CC)CC)C.[CH:8]([C:10]1[C:18]2[C:13](=[N:14][C:15]([CH3:19])=[CH:16][CH:17]=2)[N:12](C(OC(C)(C)C)=O)[CH:11]=1)=[O:9].[CH:27](=[N:34][C:35]1[CH:40]=[C:39]([O:41][CH3:42])[CH:38]=[C:37]([O:43][CH3:44])[CH:36]=1)[C:28]1[CH:33]=[CH:32][CH:31]=[CH:30][CH:29]=1.